Binary Classification. Given a drug SMILES string, predict its activity (active/inactive) in a high-throughput screening assay against a specified biological target. From a dataset of HIV replication inhibition screening data with 41,000+ compounds from the AIDS Antiviral Screen. The drug is C=CCC(N(C)C(=O)C(Cc1ccccc1)NC(=O)OCc1ccccc1)P(=O)(Oc1ccccc1)Oc1ccccc1. The result is 0 (inactive).